Predict the reactants needed to synthesize the given product. From a dataset of Full USPTO retrosynthesis dataset with 1.9M reactions from patents (1976-2016). (1) Given the product [CH2:1]([O:4][C:5](=[O:26])[CH2:6][CH2:7][CH2:8][CH2:9][CH2:10][CH2:11][CH2:12][CH:13]([O:25][C:34](=[O:39])[CH2:35][CH2:36][CH2:37][CH3:38])[CH:14]([O:24][C:40](=[O:46])[CH2:41][CH2:42][CH2:43][CH3:44])[CH2:15][CH:16]([O:23][C:5](=[O:4])[CH2:6][CH2:7][CH2:8][CH3:9])[CH2:17][CH2:18][CH2:19][CH2:20][CH2:21][CH3:22])[CH2:2][CH3:3], predict the reactants needed to synthesize it. The reactants are: [CH2:1]([O:4][C:5](=[O:26])[CH2:6][CH2:7][CH2:8][CH2:9][CH2:10][CH2:11][CH2:12][CH:13]([OH:25])[CH:14]([OH:24])[CH2:15][CH:16]([OH:23])[CH2:17][CH2:18][CH2:19][CH2:20][CH2:21][CH3:22])[CH2:2][CH3:3].[C:34](O[C:34](=[O:39])[CH2:35][CH2:36][CH2:37][CH3:38])(=[O:39])[CH2:35][CH2:36][CH2:37][CH3:38].[C:40]([OH:46])(=O)[CH2:41][CH2:42][CH2:43][CH3:44]. (2) Given the product [CH2:35]([O:34][C@@H:32]1[CH2:33][N:29]([C:27]([O:26][C:22]([CH3:23])([CH3:25])[CH3:24])=[O:28])[C@H:30]([C:37]([O:39][CH:2]2[CH2:20][CH2:19][C:5]3=[CH:6][C:7]4[C:8]5[CH:17]=[CH:16][C:15]([Cl:18])=[CH:14][C:9]=5[CH2:10][O:11][C:12]=4[CH:13]=[C:4]3[C:3]2=[O:21])=[O:38])[CH2:31]1)[CH3:36], predict the reactants needed to synthesize it. The reactants are: Br[CH:2]1[CH2:20][CH2:19][C:5]2=[CH:6][C:7]3[C:8]4[CH:17]=[CH:16][C:15]([Cl:18])=[CH:14][C:9]=4[CH2:10][O:11][C:12]=3[CH:13]=[C:4]2[C:3]1=[O:21].[C:22]([O:26][C:27]([N:29]1[CH2:33][C@@H:32]([O:34][CH2:35][CH3:36])[CH2:31][C@H:30]1[C:37]([OH:39])=[O:38])=[O:28])([CH3:25])([CH3:24])[CH3:23].CCN(C(C)C)C(C)C. (3) Given the product [C:2]1([CH3:19])[CH:3]=[CH:4][C:5]([S:8]([N:11]2[CH2:18][CH2:17][CH2:16][C@H:12]2[C:13]([NH:25][C@H:24]([C:23]([OH:27])=[O:22])[CH3:26])=[O:15])(=[O:9])=[O:10])=[CH:6][CH:7]=1, predict the reactants needed to synthesize it. The reactants are: O.[C:2]1([CH3:19])[CH:7]=[CH:6][C:5]([S:8]([N:11]2[CH2:18][CH2:17][CH2:16][C@H:12]2[C:13]([OH:15])=O)(=[O:10])=[O:9])=[CH:4][CH:3]=1.Cl.C[O:22][C:23](=[O:27])[C@H:24]([CH3:26])[NH2:25].[Li+].[OH-]. (4) The reactants are: [O:1]=[C:2]1[C:11]2[CH:10]=[C:9]([O:12][S:13]([C:16]([F:19])([F:18])[F:17])(=[O:15])=[O:14])[CH:8]=[C:7]([O:20]S(C(F)(F)F)(=O)=O)[C:6]=2[CH2:5][CH2:4][CH2:3]1.C(=O)([O-])[O-].[Cs+].[Cs+].C(COC)OC. Given the product [OH:20][C:7]1[C:6]2[CH2:5][CH2:4][CH2:3][C:2](=[O:1])[C:11]=2[CH:10]=[C:9]([O:12][S:13]([C:16]([F:19])([F:17])[F:18])(=[O:15])=[O:14])[CH:8]=1, predict the reactants needed to synthesize it.